From a dataset of Reaction yield outcomes from USPTO patents with 853,638 reactions. Predict the reaction yield, written as a fraction of the theoretical maximum amount of product (1.0 means a 100% yield; for example, 0.34 means a 34% yield). (1) The product is [Cl:1][C:2]1[N:11]=[C:10]2[C:5]([CH:6]=[CH:7][C:8](=[O:12])[N:9]2[CH2:25][CH2:26][N:27]2[CH2:32][CH2:31][CH:30]([NH:33][C:34](=[O:35])[O:36][C:37]([CH3:40])([CH3:39])[CH3:38])[CH2:29][CH2:28]2)=[CH:4][CH:3]=1. The yield is 0.580. The catalyst is O. The reactants are [Cl:1][C:2]1[N:11]=[C:10]2[C:5]([CH:6]=[CH:7][C:8](=[O:12])[NH:9]2)=[CH:4][CH:3]=1.CN(C=O)C.[H-].[Na+].CS(O[CH2:25][CH2:26][N:27]1[CH2:32][CH2:31][CH:30]([NH:33][C:34]([O:36][C:37]([CH3:40])([CH3:39])[CH3:38])=[O:35])[CH2:29][CH2:28]1)(=O)=O. (2) The yield is 0.580. The catalyst is CO. The product is [ClH:1].[CH3:22][C:23]1[S:24][C:25]2[CH:31]=[CH:30][C:29]([NH:32][C:33]([N:35]3[CH2:40][CH2:39][NH:38][CH2:37][CH:36]3[CH2:48][O:49][C:50]3[CH:51]=[N:52][CH:53]=[CH:54][CH:55]=3)=[O:34])=[CH:28][C:26]=2[N:27]=1. The reactants are [ClH:1].O1CCOCC1.OC(C(F)(F)F)=O.OC(C(F)(F)F)=O.[CH3:22][C:23]1[S:24][C:25]2[CH:31]=[CH:30][C:29]([NH:32][C:33]([N:35]3[CH2:40][CH2:39][N:38](C(OC(C)(C)C)=O)[CH2:37][CH:36]3[CH2:48][O:49][C:50]3[CH:51]=[N:52][CH:53]=[CH:54][CH:55]=3)=[O:34])=[CH:28][C:26]=2[N:27]=1.